Dataset: Full USPTO retrosynthesis dataset with 1.9M reactions from patents (1976-2016). Task: Predict the reactants needed to synthesize the given product. Given the product [C:10]1(=[O:19])[C:11]2[C:16](=[CH:15][CH:14]=[CH:13][CH:12]=2)[C:17](=[O:18])[NH:9][NH:20]1, predict the reactants needed to synthesize it. The reactants are: ClC1C(C[N:9]2[C:17](=[O:18])[C:16]3[C:11](=[CH:12][CH:13]=[CH:14][CH:15]=3)[C:10]2=[O:19])=NC=CN=1.[NH2:20]N.CO.